Predict the product of the given reaction. From a dataset of Forward reaction prediction with 1.9M reactions from USPTO patents (1976-2016). (1) Given the reactants [CH3:1][O:2][C:3](=[O:12])[C:4]1[CH:9]=[CH:8][C:7]([F:10])=[CH:6][C:5]=1[F:11].[CH3:13][N:14]1[CH2:19][CH2:18][NH:17][CH2:16][CH2:15]1.C([O-])([O-])=O.[K+].[K+].O, predict the reaction product. The product is: [CH3:1][O:2][C:3](=[O:12])[C:4]1[CH:9]=[CH:8][C:7]([N:17]2[CH2:18][CH2:19][N:14]([CH3:13])[CH2:15][CH2:16]2)=[CH:6][C:5]=1[F:11].[CH3:1][O:2][C:3](=[O:12])[C:4]1[CH:9]=[CH:8][C:7]([F:10])=[CH:6][C:5]=1[N:17]1[CH2:18][CH2:19][N:14]([CH3:13])[CH2:15][CH2:16]1. (2) Given the reactants [Cl:1][C:2]1[CH:3]=[C:4]2[C:8](=[C:9]([F:11])[CH:10]=1)[N:7]([CH2:12][CH2:13][C:14]([O:16][CH2:17][CH3:18])=[O:15])[C:6]([CH2:19][OH:20])=[CH:5]2.C(N(CC)CC)C.[CH3:28][S:29](Cl)(=[O:31])=[O:30], predict the reaction product. The product is: [Cl:1][C:2]1[CH:3]=[C:4]2[C:8](=[C:9]([F:11])[CH:10]=1)[N:7]([CH2:12][CH2:13][C:14]([O:16][CH2:17][CH3:18])=[O:15])[C:6]([CH2:19][O:20][S:29]([CH3:28])(=[O:31])=[O:30])=[CH:5]2. (3) Given the reactants C(OC1C=CC(C[C@H](NC([C@@H](/C=C/CCCCCCC(F)(F)CCCCCCC)[C@@](O)(CCC)C(O)=O)=O)C(O)=O)=CC=1)C#CC.[CH2:47]([O:51][C:52]1[CH:57]=[CH:56][C:55]([CH2:58][C@H:59]([NH:64][C:65]([C@@H:67](/[CH:76]=[CH:77]/[CH2:78][CH2:79][CH2:80][CH2:81][CH2:82][CH2:83][O:84][CH2:85][CH2:86][CH2:87][CH2:88][CH2:89][CH2:90][CH3:91])[C@@:68]([OH:75])([CH2:72][CH2:73][CH3:74])[C:69]([OH:71])=[O:70])=[O:66])[C:60]([O:62]C)=[O:61])=[CH:54][CH:53]=1)[C:48]#[C:49][CH3:50], predict the reaction product. The product is: [CH2:47]([O:51][C:52]1[CH:57]=[CH:56][C:55]([CH2:58][C@H:59]([NH:64][C:65]([C@@H:67](/[CH:76]=[CH:77]/[CH2:78][CH2:79][CH2:80][CH2:81][CH2:82][CH2:83][O:84][CH2:85][CH2:86][CH2:87][CH2:88][CH2:89][CH2:90][CH3:91])[C@@:68]([OH:75])([CH2:72][CH2:73][CH3:74])[C:69]([OH:71])=[O:70])=[O:66])[C:60]([OH:62])=[O:61])=[CH:54][CH:53]=1)[C:48]#[C:49][CH3:50]. (4) Given the reactants [Cl:1][CH:2]=[C:3]([Cl:5])Cl.[Br:6][C:7]1[C:8]([OH:15])=[C:9]([CH:12]=[CH:13][CH:14]=1)[CH:10]=[O:11].C([O-])([O-])=O.[K+].[K+], predict the reaction product. The product is: [Br:6][C:7]1[C:8]([O:15]/[C:3](/[Cl:5])=[CH:2]/[Cl:1])=[C:9]([CH:12]=[CH:13][CH:14]=1)[CH:10]=[O:11]. (5) Given the reactants [S].[CH2:2]=[CH:3][CH2:4][CH2:5][CH2:6][CH2:7][CH2:8][CH2:9][CH2:10][CH3:11].[CH2:12]=[CH:13][CH2:14][CH2:15][CH2:16][CH2:17][CH2:18][CH2:19][CH2:20][CH2:21][CH2:22][CH3:23], predict the reaction product. The product is: [CH2:2]=[CH:3][CH2:4][CH2:5][CH2:6][CH2:7][CH2:8][CH2:9][CH2:10][CH3:11].[CH2:12]=[CH:13][CH2:14][CH2:15][CH2:16][CH2:17][CH2:18][CH2:19][CH2:20][CH2:21][CH2:22][CH3:23]. (6) The product is: [CH2:17]([N:24]1[CH2:30][CH:29]2[CH:31]([N:32]([CH3:33])[C:8](=[O:9])[CH:7]([C:11]3[CH:16]=[CH:15][CH:14]=[CH:13][CH:12]=3)[C:1]3[CH:6]=[CH:5][CH:4]=[CH:3][CH:2]=3)[CH:26]([CH2:27][CH2:28]2)[CH2:25]1)[C:18]1[CH:19]=[CH:20][CH:21]=[CH:22][CH:23]=1. Given the reactants [C:1]1([CH:7]([C:11]2[CH:16]=[CH:15][CH:14]=[CH:13][CH:12]=2)[C:8](Cl)=[O:9])[CH:6]=[CH:5][CH:4]=[CH:3][CH:2]=1.[CH2:17]([N:24]1[CH2:30][CH:29]2[CH:31]([NH:32][CH3:33])[CH:26]([CH2:27][CH2:28]2)[CH2:25]1)[C:18]1[CH:23]=[CH:22][CH:21]=[CH:20][CH:19]=1.C(N(CC)CC)C, predict the reaction product.